Task: Predict the reactants needed to synthesize the given product.. Dataset: Full USPTO retrosynthesis dataset with 1.9M reactions from patents (1976-2016) (1) Given the product [CH3:1][O:2][C:3]1[CH:4]=[C:5]([C:11]2[CH:12]=[CH:13][C:14]3[N:15]([C:17]([C:21]4[CH:28]=[CH:27][C:24]([C:25]5[NH:31][N:30]=[N:29][N:26]=5)=[CH:23][CH:22]=4)=[C:18]([CH3:20])[N:19]=3)[N:16]=2)[CH:6]=[CH:7][C:8]=1[O:9][CH3:10], predict the reactants needed to synthesize it. The reactants are: [CH3:1][O:2][C:3]1[CH:4]=[C:5]([C:11]2[CH:12]=[CH:13][C:14]3[N:15]([C:17]([C:21]4[CH:28]=[CH:27][C:24]([C:25]#[N:26])=[CH:23][CH:22]=4)=[C:18]([CH3:20])[N:19]=3)[N:16]=2)[CH:6]=[CH:7][C:8]=1[O:9][CH3:10].[N-:29]=[N+:30]=[N-:31].[Na+].[Cl-].[NH4+]. (2) Given the product [C:36]([NH:1][C:2]1[S:3][C:4]2[C:9]([N:10]=1)=[CH:8][CH:7]=[C:6]([O:11][C:12]1[CH:13]=[C:14]([NH:19][C:20](=[O:31])[C:21]3[CH:26]=[CH:25][CH:24]=[C:23]([C:27]([F:30])([F:29])[F:28])[CH:22]=3)[CH:15]=[CH:16][C:17]=1[CH3:18])[N:5]=2)(=[O:35])[CH2:37][OH:38], predict the reactants needed to synthesize it. The reactants are: [NH2:1][C:2]1[S:3][C:4]2[C:9]([N:10]=1)=[CH:8][CH:7]=[C:6]([O:11][C:12]1[CH:13]=[C:14]([NH:19][C:20](=[O:31])[C:21]3[CH:26]=[CH:25][CH:24]=[C:23]([C:27]([F:30])([F:29])[F:28])[CH:22]=3)[CH:15]=[CH:16][C:17]=1[CH3:18])[N:5]=2.C([O:35][CH2:36][C:37](Cl)=[O:38])(=O)C. (3) Given the product [Cl:24][C:20]1[C:19]([F:25])=[C:18]([C@@H:17]2[C@:16]([C:28]3[CH:33]=[CH:32][C:31]([Cl:34])=[CH:30][N:29]=3)([C:26]#[N:27])[C@H:15]([CH2:35][C:36]([CH3:38])([CH3:39])[CH3:37])[NH:14][C@H:13]2[C:11]([NH:10][C:7]2[CH:6]=[CH:5][C:4]([C:3]([OH:40])=[O:2])=[CH:9][CH:8]=2)=[O:12])[CH:23]=[CH:22][CH:21]=1, predict the reactants needed to synthesize it. The reactants are: C[O:2][C:3](=[O:40])[C:4]1[CH:9]=[CH:8][C:7]([NH:10][C:11]([C@H:13]2[C@H:17]([C:18]3[CH:23]=[CH:22][CH:21]=[C:20]([Cl:24])[C:19]=3[F:25])[C@:16]([C:28]3[CH:33]=[CH:32][C:31]([Cl:34])=[CH:30][N:29]=3)([C:26]#[N:27])[C@H:15]([CH2:35][C:36]([CH3:39])([CH3:38])[CH3:37])[NH:14]2)=[O:12])=[CH:6][CH:5]=1.[OH-].[Na+].CO.Cl.